This data is from Forward reaction prediction with 1.9M reactions from USPTO patents (1976-2016). The task is: Predict the product of the given reaction. (1) Given the reactants [CH3:1][O:2][C:3]1[CH:10]=[C:9]([O:11][CH3:12])[CH:8]=[CH:7][C:4]=1[CH2:5][NH2:6].[Br:13][CH2:14][CH2:15][CH2:16][CH2:17][C:18]1([C:31](Cl)=[O:32])[C:30]2[CH:29]=[CH:28][CH:27]=[CH:26][C:25]=2[C:24]2[C:19]1=[CH:20][CH:21]=[CH:22][CH:23]=2, predict the reaction product. The product is: [CH3:1][O:2][C:3]1[CH:10]=[C:9]([O:11][CH3:12])[CH:8]=[CH:7][C:4]=1[CH2:5][NH:6][C:31]([C:18]1([CH2:17][CH2:16][CH2:15][CH2:14][Br:13])[C:30]2[CH:29]=[CH:28][CH:27]=[CH:26][C:25]=2[C:24]2[C:19]1=[CH:20][CH:21]=[CH:22][CH:23]=2)=[O:32]. (2) Given the reactants [CH2:1]([O:8][C:9]1[CH:18]=[CH:17][CH:16]=[C:15]2[C:10]=1[CH2:11][CH2:12][CH2:13][CH:14]2[C:19]([NH:21][C:22]1[CH:23]=[N:24][C:25]([CH:28]([CH3:30])[CH3:29])=[CH:26][CH:27]=1)=[O:20])[C:2]1[CH:7]=[CH:6][CH:5]=[CH:4][CH:3]=1.O[CH2:32][C:33]1[CH:34]=[N:35][C:36]([O:39][CH2:40][CH2:41][O:42][CH3:43])=[CH:37][CH:38]=1, predict the reaction product. The product is: [CH2:1]([O:8][C:9]1[CH:18]=[CH:17][CH:16]=[C:15]2[C:10]=1[CH2:11][CH2:12][CH2:13][CH:14]2[C:19]([N:21]([C:22]1[CH:23]=[N:24][C:25]([CH:28]([CH3:30])[CH3:29])=[CH:26][CH:27]=1)[CH2:32][C:33]1[CH:34]=[N:35][C:36]([O:39][CH2:40][CH2:41][O:42][CH3:43])=[CH:37][CH:38]=1)=[O:20])[C:2]1[CH:7]=[CH:6][CH:5]=[CH:4][CH:3]=1. (3) Given the reactants [C:1]([OH:5])(=O)[CH2:2][OH:3].[Cl:6][C:7]1[CH:8]=[C:9]([NH:21][C:22]2[C:31]3[C:26](=[CH:27][CH:28]=[CH:29][C:30]=3[O:32][CH2:33][CH2:34][NH:35][CH2:36][CH2:37][CH3:38])[N:25]=[CH:24][N:23]=2)[CH:10]=[CH:11][C:12]=1[O:13][CH2:14][C:15]1[CH:20]=[CH:19][CH:18]=[CH:17][N:16]=1, predict the reaction product. The product is: [Cl:6][C:7]1[CH:8]=[C:9]([NH:21][C:22]2[C:31]3[C:26](=[CH:27][CH:28]=[CH:29][C:30]=3[O:32][CH2:33][CH2:34][N:35]([CH2:36][CH2:37][CH3:38])[C:1](=[O:5])[CH2:2][OH:3])[N:25]=[CH:24][N:23]=2)[CH:10]=[CH:11][C:12]=1[O:13][CH2:14][C:15]1[CH:20]=[CH:19][CH:18]=[CH:17][N:16]=1. (4) The product is: [Cl:13][C:14]1[C:19]([C:10]([NH2:9])=[O:22])=[N:18][CH:17]=[C:16]([Cl:20])[N:15]=1. Given the reactants C([Li])CCC.C([NH:9][CH:10](C)C)(C)C.[Cl:13][C:14]1[CH:19]=[N:18][CH:17]=[C:16]([Cl:20])[N:15]=1.C(=O)=[O:22].Cl, predict the reaction product. (5) Given the reactants [CH3:1][C:2]([CH3:49])([CH3:48])[CH2:3][O:4][S:5]([C:8]1[CH:13]=[CH:12][C:11]([C:14]2[CH:23]=[CH:22][C:21]3[C:16](=[CH:17][CH:18]=[C:19]([O:24]CC4C=CC=CC=4)[CH:20]=3)[C:15]=2[O:32][C:33]2[CH:38]=[CH:37][C:36]([O:39][CH2:40][CH2:41][N:42]3[CH2:47][CH2:46][CH2:45][CH2:44][CH2:43]3)=[CH:35][CH:34]=2)=[CH:10][CH:9]=1)(=[O:7])=[O:6].C([O-])=O.[NH4+], predict the reaction product. The product is: [CH3:1][C:2]([CH3:49])([CH3:48])[CH2:3][O:4][S:5]([C:8]1[CH:9]=[CH:10][C:11]([C:14]2[CH:23]=[CH:22][C:21]3[C:16](=[CH:17][CH:18]=[C:19]([OH:24])[CH:20]=3)[C:15]=2[O:32][C:33]2[CH:38]=[CH:37][C:36]([O:39][CH2:40][CH2:41][N:42]3[CH2:47][CH2:46][CH2:45][CH2:44][CH2:43]3)=[CH:35][CH:34]=2)=[CH:12][CH:13]=1)(=[O:6])=[O:7]. (6) Given the reactants [F:1][C:2]1[CH:7]=[CH:6][C:5]([C:8]2[C:18]([C:19](=[O:21])[CH3:20])=[C:11]3[CH:12]=[CH:13][C:14]([C:16]#[N:17])=[CH:15][N:10]3[N:9]=2)=[CH:4][CH:3]=1.CO[CH:24](OC)[N:25]([CH3:27])[CH3:26], predict the reaction product. The product is: [F:1][C:2]1[CH:3]=[CH:4][C:5]([C:8]2[C:18]([C:19](=[O:21])[CH:20]=[CH:24][N:25]([CH3:27])[CH3:26])=[C:11]3[CH:12]=[CH:13][C:14]([C:16]#[N:17])=[CH:15][N:10]3[N:9]=2)=[CH:6][CH:7]=1. (7) Given the reactants [C:1]([NH:8][C:9]1[CH:14]=[CH:13][C:12]([NH2:15])=[CH:11][CH:10]=1)([O:3]C(C)(C)C)=O.C(N(CC)CC)C.[F:23][C:24]1[CH:25]=[C:26]([CH:30]=[CH:31][C:32]=1[F:33])C(Cl)=O, predict the reaction product. The product is: [NH2:15][C:12]1[CH:11]=[CH:10][C:9]([NH:8][C:1](=[O:3])[C:30]2[CH:26]=[CH:25][C:24]([F:23])=[C:32]([F:33])[CH:31]=2)=[CH:14][CH:13]=1. (8) Given the reactants [N+:1]([C:4]1[CH:5]=[C:6]([CH:10]=[CH:11][CH:12]=1)[CH:7]=[N:8][OH:9])([O-:3])=[O:2].[Cl:13]Cl, predict the reaction product. The product is: [ClH:13].[N+:1]([C:4]1[CH:5]=[C:6]([CH:10]=[CH:11][CH:12]=1)[C:7]#[N+:8][O-:9])([O-:3])=[O:2].